Dataset: Full USPTO retrosynthesis dataset with 1.9M reactions from patents (1976-2016). Task: Predict the reactants needed to synthesize the given product. (1) Given the product [NH2:1][C:2]1[C:11]2[C:6](=[CH:7][CH:8]=[CH:9][CH:10]=2)[C:5]([C:12]([OH:16])=[O:14])=[CH:4][CH:3]=1, predict the reactants needed to synthesize it. The reactants are: [NH2:1][C:2]1[C:11]2[C:6](=[CH:7][CH:8]=[CH:9][CH:10]=2)[C:5]([C:12]#N)=[CH:4][CH:3]=1.[OH-:14].[K+].[OH2:16]. (2) The reactants are: [Cl:1][C:2]1[CH:10]=[CH:9][CH:8]=[C:7]2[C:3]=1[C:4]([C:16](=[O:21])C(F)(F)F)=[CH:5][N:6]2[CH2:11][CH2:12][CH:13]([F:15])[F:14].[OH-:22].[K+]. Given the product [Cl:1][C:2]1[CH:10]=[CH:9][CH:8]=[C:7]2[C:3]=1[C:4]([C:16]([OH:21])=[O:22])=[CH:5][N:6]2[CH2:11][CH2:12][CH:13]([F:14])[F:15], predict the reactants needed to synthesize it. (3) Given the product [CH3:20][C:16]1[CH:15]=[C:14]([C:12](=[O:13])[CH2:11][C@H:10]([C:7]2[CH:6]=[CH:5][C:4]([C:3]([OH:28])=[O:2])=[CH:9][CH:8]=2)[C:21]2[CH:26]=[CH:25][CH:24]=[CH:23][C:22]=2[CH3:27])[CH:19]=[CH:18][N:17]=1, predict the reactants needed to synthesize it. The reactants are: C[O:2][C:3](=[O:28])[C:4]1[CH:9]=[CH:8][C:7]([C@H:10]([C:21]2[CH:26]=[CH:25][CH:24]=[CH:23][C:22]=2[CH3:27])[CH2:11][C:12]([C:14]2[CH:19]=[CH:18][N:17]=[C:16]([CH3:20])[CH:15]=2)=[O:13])=[CH:6][CH:5]=1.[OH-].[Li+].[Cl-].[NH4+].C(OCC)(=O)C. (4) Given the product [Cl:34][C:9]1[N:8]2[C:4](=[N:5][C:6]3[CH:29]=[CH:28][CH:27]=[CH:26][C:7]=32)[C:3]([C:30]#[N:31])=[C:2]([CH3:1])[C:10]=1[CH2:11][CH2:12][CH2:13][N:14]1[C:15](=[O:24])[C:16]2=[CH:23][CH:22]=[CH:21][CH:20]=[C:17]2[C:18]1=[O:19], predict the reactants needed to synthesize it. The reactants are: [CH3:1][C:2]1[C:3]([C:30]#[N:31])=[C:4]2[N:8]([C:9](=O)[C:10]=1[CH2:11][CH2:12][CH2:13][N:14]1[C:18](=[O:19])[C:17]3=[CH:20][CH:21]=[CH:22][CH:23]=[C:16]3[C:15]1=[O:24])[C:7]1[CH:26]=[CH:27][CH:28]=[CH:29][C:6]=1[NH:5]2.P(Cl)(Cl)([Cl:34])=O. (5) Given the product [Br:1][C:2]1[C:3]([CH2:16][Br:29])=[CH:4][C:5]([O:13][CH2:14][CH3:15])=[C:6]([CH:12]=1)[C:7]([O:9][CH2:10][CH3:11])=[O:8], predict the reactants needed to synthesize it. The reactants are: [Br:1][C:2]1[C:3]([CH3:16])=[CH:4][C:5]([O:13][CH2:14][CH3:15])=[C:6]([CH:12]=1)[C:7]([O:9][CH2:10][CH3:11])=[O:8].N(C(C)(C)C#N)=NC(C)(C)C#N.[Br:29]N1C(=O)CCC1=O. (6) Given the product [C:20]([C:19]1[CH:22]=[C:15]([CH:16]=[CH:17][C:18]=1[O:23][CH3:24])[CH2:14][N:10]1[C:11]([CH3:13])=[CH:12][C:7]([O:6][CH2:5][C:4]2[CH:27]=[CH:28][CH:29]=[CH:30][C:3]=2[CH2:2][NH:1][C:41]([NH:40][C:38]2[N:37]([C:50]3[CH:55]=[CH:54][CH:53]=[C:52]([O:56][CH2:57][CH2:58][OH:59])[CH:51]=3)[N:36]=[C:35]([C:31]([CH3:34])([CH3:33])[CH3:32])[CH:39]=2)=[O:42])=[C:8]([CH3:26])[C:9]1=[O:25])#[N:21], predict the reactants needed to synthesize it. The reactants are: [NH2:1][CH2:2][C:3]1[CH:30]=[CH:29][CH:28]=[CH:27][C:4]=1[CH2:5][O:6][C:7]1[CH:12]=[C:11]([CH3:13])[N:10]([CH2:14][C:15]2[CH:16]=[CH:17][C:18]([O:23][CH3:24])=[C:19]([CH:22]=2)[C:20]#[N:21])[C:9](=[O:25])[C:8]=1[CH3:26].[C:31]([C:35]1[CH:39]=[C:38]([NH:40][C:41](=O)[O:42]C2C=CC=CC=2)[N:37]([C:50]2[CH:55]=[CH:54][CH:53]=[C:52]([O:56][CH2:57][CH2:58][O:59]C3CCCCO3)[CH:51]=2)[N:36]=1)([CH3:34])([CH3:33])[CH3:32].N1C=CC=CC=1. (7) Given the product [CH2:1]([N:3]1[C:5]([OH:9])=[CH:6][C:7]([CH3:8])=[N:4]1)[CH3:2], predict the reactants needed to synthesize it. The reactants are: [CH2:1]([NH:3][NH2:4])[CH3:2].[C:5](OCC)(=[O:9])[C:6]#[C:7][CH3:8].